From a dataset of NCI-60 drug combinations with 297,098 pairs across 59 cell lines. Regression. Given two drug SMILES strings and cell line genomic features, predict the synergy score measuring deviation from expected non-interaction effect. (1) Drug 2: C1C(C(OC1N2C=NC(=NC2=O)N)CO)O. Drug 1: CNC(=O)C1=NC=CC(=C1)OC2=CC=C(C=C2)NC(=O)NC3=CC(=C(C=C3)Cl)C(F)(F)F. Synergy scores: CSS=9.96, Synergy_ZIP=-5.41, Synergy_Bliss=-4.80, Synergy_Loewe=-16.2, Synergy_HSA=-2.01. Cell line: NCI-H522. (2) Drug 1: CC1C(C(=O)NC(C(=O)N2CCCC2C(=O)N(CC(=O)N(C(C(=O)O1)C(C)C)C)C)C(C)C)NC(=O)C3=C4C(=C(C=C3)C)OC5=C(C(=O)C(=C(C5=N4)C(=O)NC6C(OC(=O)C(N(C(=O)CN(C(=O)C7CCCN7C(=O)C(NC6=O)C(C)C)C)C)C(C)C)C)N)C. Drug 2: CC1=C(C=C(C=C1)NC(=O)C2=CC=C(C=C2)CN3CCN(CC3)C)NC4=NC=CC(=N4)C5=CN=CC=C5. Cell line: A498. Synergy scores: CSS=4.33, Synergy_ZIP=5.91, Synergy_Bliss=6.81, Synergy_Loewe=6.45, Synergy_HSA=6.82. (3) Drug 1: C1CN1C2=NC(=NC(=N2)N3CC3)N4CC4. Drug 2: C(CCl)NC(=O)N(CCCl)N=O. Cell line: MCF7. Synergy scores: CSS=1.43, Synergy_ZIP=-7.59, Synergy_Bliss=-9.91, Synergy_Loewe=-17.3, Synergy_HSA=-9.66. (4) Drug 1: CN1C2=C(C=C(C=C2)N(CCCl)CCCl)N=C1CCCC(=O)O.Cl. Drug 2: CC1CCCC2(C(O2)CC(NC(=O)CC(C(C(=O)C(C1O)C)(C)C)O)C(=CC3=CSC(=N3)C)C)C. Cell line: NCI/ADR-RES. Synergy scores: CSS=9.26, Synergy_ZIP=-2.24, Synergy_Bliss=0.477, Synergy_Loewe=-18.8, Synergy_HSA=0.193.